Dataset: Full USPTO retrosynthesis dataset with 1.9M reactions from patents (1976-2016). Task: Predict the reactants needed to synthesize the given product. (1) Given the product [C:12]([O:11][C:9]([N:32]([C:30]1[S:29][CH2:28][C@H:27]2[C@:22]([C:19]3[S:20][CH:21]=[C:17]([Br:16])[CH:18]=3)([CH2:23][CH2:24][O:25][CH2:26]2)[N:31]=1)[C:33](=[O:40])[C:34]1[CH:35]=[CH:36][CH:37]=[CH:38][CH:39]=1)=[O:10])([CH3:13])([CH3:14])[CH3:15], predict the reactants needed to synthesize it. The reactants are: [C:9](O[C:9]([O:11][C:12]([CH3:15])([CH3:14])[CH3:13])=[O:10])([O:11][C:12]([CH3:15])([CH3:14])[CH3:13])=[O:10].[Br:16][C:17]1[CH:18]=[C:19]([C@@:22]23[N:31]=[C:30]([NH:32][C:33](=[O:40])[C:34]4[CH:39]=[CH:38][CH:37]=[CH:36][CH:35]=4)[S:29][CH2:28][C@@H:27]2[CH2:26][O:25][CH2:24][CH2:23]3)[S:20][CH:21]=1. (2) Given the product [OH:12][C:9]1[CH:8]=[CH:7][C:6]([CH2:5][CH2:4][CH2:3][C@@H:2]2[CH2:13][NH:14]/[C:27](=[N:26]\[C:24]([C:17]3[C:16]([NH2:15])=[N:21][C:20]([NH2:22])=[C:19]([Cl:23])[N:18]=3)=[O:25])/[NH:1]2)=[CH:11][CH:10]=1, predict the reactants needed to synthesize it. The reactants are: [NH2:1][C@@H:2]([CH2:13][NH2:14])[CH2:3][CH2:4][CH2:5][C:6]1[CH:11]=[CH:10][C:9]([OH:12])=[CH:8][CH:7]=1.[NH2:15][C:16]1[C:17]([C:24]([NH:26][C:27](=N)SC)=[O:25])=[N:18][C:19]([Cl:23])=[C:20]([NH2:22])[N:21]=1. (3) Given the product [B:21]([OH:22])([OH:20])[C:7]1[CH:16]=[CH:15][CH:14]=[C:13]2[C:8]=1[CH:9]=[CH:10][N:11]=[CH:12]2, predict the reactants needed to synthesize it. The reactants are: [Li]CCCC.Br[C:7]1[CH:16]=[CH:15][CH:14]=[C:13]2[C:8]=1[CH:9]=[CH:10][N:11]=[CH:12]2.C([O:20][B:21](OC(C)C)[O:22]C(C)C)(C)C. (4) Given the product [S:37]1[CH:41]=[C:40]([C:19]2[C:20]3[CH2:29][CH2:28][N:27]([C:30]([O:32][C:33]([CH3:36])([CH3:35])[CH3:34])=[O:31])[CH2:26][C:21]=3[N:22]=[CH:23][N:24]=2)[N:39]=[CH:38]1, predict the reactants needed to synthesize it. The reactants are: CC1N=C(C2C=CC=CC=2)C2CCNCC=2N=1.Cl[C:19]1[C:20]2[CH2:29][CH2:28][N:27]([C:30]([O:32][C:33]([CH3:36])([CH3:35])[CH3:34])=[O:31])[CH2:26][C:21]=2[N:22]=[C:23](C)[N:24]=1.[S:37]1[CH:41]=[C:40](B2OC(C)(C)C(C)(C)O2)[N:39]=[CH:38]1.C1(B(O)O)C=CC=CC=1. (5) Given the product [ClH:1].[Cl:1][C:2]1[N:3]=[CH:4][CH:5]=[C:6]2[CH:10]=[C:9]([CH2:11][NH:15][CH2:13][CH3:14])[NH:8][C:7]=12, predict the reactants needed to synthesize it. The reactants are: [Cl:1][C:2]1[N:3]=[CH:4][CH:5]=[C:6]2[CH:10]=[C:9]([CH:11]=O)[NH:8][C:7]=12.[CH2:13]([NH2:15])[CH3:14].[BH4-].[Na+]. (6) Given the product [O:36]1[CH2:41][CH2:40][CH:39]=[C:38]([C:2]2[N:7]=[C:6]([F:8])[C:5]3[O:9][C:10]4[C:15]([C@@:16]5([CH2:21][CH2:20][S:19][C:18]([NH2:22])=[N:17]5)[C:4]=3[CH:3]=2)=[CH:14][C:13]([NH:23][C:24]2[N:25]=[CH:26][CH:27]=[C:28]3[C:33]=2[N:32]=[CH:31][C:30]([O:34][CH3:35])=[CH:29]3)=[CH:12][CH:11]=4)[CH2:37]1, predict the reactants needed to synthesize it. The reactants are: Cl[C:2]1[N:7]=[C:6]([F:8])[C:5]2[O:9][C:10]3[C:15]([C@@:16]4([CH2:21][CH2:20][S:19][C:18]([NH2:22])=[N:17]4)[C:4]=2[CH:3]=1)=[CH:14][C:13]([NH:23][C:24]1[N:25]=[CH:26][CH:27]=[C:28]2[C:33]=1[N:32]=[CH:31][C:30]([O:34][CH3:35])=[CH:29]2)=[CH:12][CH:11]=3.[O:36]1[CH2:41][CH2:40][CH:39]=[C:38](B2OC(C)(C)C(C)(C)O2)[CH2:37]1.OP([O-])([O-])=O.[K+].[K+]. (7) Given the product [CH3:1][C:2]([CH3:18])([CH3:17])[CH:3]([C:4]1[O:5][C:6]([CH3:9])=[N:7][N:8]=1)[NH2:10], predict the reactants needed to synthesize it. The reactants are: [CH3:1][C:2]([CH3:18])([CH3:17])[CH:3]([NH:10]S(C(C)(C)C)=O)[C:4]1[O:5][C:6]([CH3:9])=[N:7][N:8]=1.Cl.O1CCOCC1. (8) Given the product [Cl:19][C:3]1[CH:4]=[C:5]([CH:6]=[CH:7][C:2]=1[Cl:1])[O:8][C@H:9]([C:13]1[CH:18]=[CH:17][CH:16]=[CH:15][CH:14]=1)[CH2:10][CH2:11][N:34]1[CH2:35][CH2:36][CH:31]([C:27]2[CH:26]=[C:25]([NH:24][C:22](=[O:23])[CH:21]([CH3:20])[CH3:37])[CH:30]=[CH:29][CH:28]=2)[CH2:32][CH2:33]1, predict the reactants needed to synthesize it. The reactants are: [Cl:1][C:2]1[CH:7]=[CH:6][C:5]([O:8][C@H:9]([C:13]2[CH:18]=[CH:17][CH:16]=[CH:15][CH:14]=2)[CH2:10][CH2:11]Cl)=[CH:4][C:3]=1[Cl:19].[CH3:20][CH:21]([CH3:37])[C:22]([NH:24][C:25]1[CH:30]=[CH:29][CH:28]=[C:27]([CH:31]2[CH2:36][CH2:35][NH:34][CH2:33][CH2:32]2)[CH:26]=1)=[O:23].